Dataset: Forward reaction prediction with 1.9M reactions from USPTO patents (1976-2016). Task: Predict the product of the given reaction. (1) Given the reactants [Cl:1][C:2]1[N:7]=[C:6]2[NH:8][C:9](=[O:47])[C@:10]3([C:18]4([CH2:23][CH2:22][C:21]([CH3:25])([CH3:24])[CH2:20][CH2:19]4)[N:17]4[C@@H:12]([C:13](=[O:38])[O:14][C@@H:15]([C:32]5[CH:37]=[CH:36][CH:35]=[CH:34][CH:33]=5)[C@H:16]4[C:26]4[CH:31]=[CH:30][CH:29]=[CH:28][CH:27]=4)[C@@H:11]3[C:39]3[CH:44]=[CH:43][CH:42]=[C:41]([Cl:45])[C:40]=3[F:46])[C:5]2=[CH:4][CH:3]=1.[NH2:48][C@H:49]1[CH2:54][CH2:53][C@H:52]([CH2:55][OH:56])[CH2:51][CH2:50]1, predict the reaction product. The product is: [Cl:1][C:2]1[N:7]=[C:6]2[NH:8][C:9](=[O:47])[C:10]3([C@@H:11]([C:39]4[CH:44]=[CH:43][CH:42]=[C:41]([Cl:45])[C:40]=4[F:46])[C@H:12]([C:13]([NH:48][C@H:49]4[CH2:54][CH2:53][C@H:52]([CH2:55][OH:56])[CH2:51][CH2:50]4)=[O:38])[N:17]([C@H:16]([C:26]4[CH:31]=[CH:30][CH:29]=[CH:28][CH:27]=4)[C@@H:15]([OH:14])[C:32]4[CH:33]=[CH:34][CH:35]=[CH:36][CH:37]=4)[C:18]43[CH2:23][CH2:22][C:21]([CH3:25])([CH3:24])[CH2:20][CH2:19]4)[C:5]2=[CH:4][CH:3]=1. (2) Given the reactants Cl[CH2:2]/[CH:3]=[CH:4]/[C@H:5]1[CH2:10][CH2:9][C@H:8]([CH2:11][CH2:12][N:13]([CH3:27])[S:14]([C:17]2[CH:22]=[CH:21][C:20]([C:23]([F:26])([F:25])[F:24])=[CH:19][CH:18]=2)(=[O:16])=[O:15])[CH2:7][CH2:6]1.[CH2:28]([NH2:30])[CH3:29], predict the reaction product. The product is: [CH2:28]([NH:30][CH2:2]/[CH:3]=[CH:4]/[C@H:5]1[CH2:10][CH2:9][C@H:8]([CH2:11][CH2:12][N:13]([CH3:27])[S:14]([C:17]2[CH:22]=[CH:21][C:20]([C:23]([F:26])([F:25])[F:24])=[CH:19][CH:18]=2)(=[O:16])=[O:15])[CH2:7][CH2:6]1)[CH3:29].